This data is from M1 muscarinic receptor antagonist screen with 61,756 compounds. The task is: Binary Classification. Given a drug SMILES string, predict its activity (active/inactive) in a high-throughput screening assay against a specified biological target. (1) The compound is s1c(C(=O)N2CCN(CC2)c2ncccn2)cc(c1c1ccccc1)C. The result is 0 (inactive). (2) The compound is S(c1n(c(nn1)CNC(=O)c1ccc(OC)cc1)c1ccc(OC)cc1)CC(OCC)=O. The result is 0 (inactive). (3) The drug is Brc1n(CCCO)c2c(n(c(=O)[nH]c2=O)C)n1. The result is 0 (inactive). (4) The molecule is S(=O)(=O)(Nc1cc(ccc1)C(O)=O)c1c2ncccc2ccc1. The result is 0 (inactive). (5) The drug is s1c(c2onc(C(=O)N3CCc4c(C3)cccc4)c2)ccc1. The result is 0 (inactive). (6) The drug is O=c1n(CC(=O)NCC(=O)Nc2c(OC)ccc(OC)c2)cnc2c1cccc2. The result is 0 (inactive). (7) The drug is O(c1cc(c2nn3c(c(CCC(O)=O)c(nc3n2)C)C)cc(OC)c1)C. The result is 0 (inactive). (8) The molecule is Oc1ccc(N2CCN(CC2)C(c2n(nnn2)Cc2ccccc2)c2cccnc2)cc1. The result is 0 (inactive). (9) The drug is Clc1cc2c(C(=O)N3CCN(CC3)C(=O)c3occc3)cc(nc2cc1)c1ncccc1. The result is 0 (inactive).